This data is from Full USPTO retrosynthesis dataset with 1.9M reactions from patents (1976-2016). The task is: Predict the reactants needed to synthesize the given product. (1) The reactants are: [NH2:1][C:2]1[CH:18]=[CH:17][C:5]([O:6][C:7]2[CH:8]=[N:9][CH:10]=[C:11]([CH:16]=2)[C:12]([NH:14][CH3:15])=[O:13])=[CH:4][C:3]=1F.COC(=O)C1C=C(OC2C=CC(N)=C([F:37])C=2)C=NC=1. Given the product [NH2:1][C:2]1[CH:18]=[CH:17][C:5]([O:6][C:7]2[CH:8]=[N:9][CH:10]=[C:11]([CH:16]=2)[C:12]([NH:14][CH3:15])=[O:13])=[C:4]([F:37])[CH:3]=1, predict the reactants needed to synthesize it. (2) Given the product [Br:1][C:2]1[CH:3]=[C:4]2[N:10]=[C:9]([C:11]3[CH:16]=[CH:15][C:14]([O:17][CH2:18][CH2:19][NH:27][CH2:21][CH:22]4[CH2:23][CH2:24][CH2:25][O:26]4)=[CH:13][CH:12]=3)[NH:8][C:5]2=[N:6][CH:7]=1, predict the reactants needed to synthesize it. The reactants are: [Br:1][C:2]1[CH:3]=[C:4]2[N:10]=[C:9]([C:11]3[CH:16]=[CH:15][C:14]([O:17][CH2:18][CH2:19]Cl)=[CH:13][CH:12]=3)[NH:8][C:5]2=[N:6][CH:7]=1.[CH2:21]([NH2:27])[CH:22]1[O:26][CH2:25][CH2:24][CH2:23]1. (3) Given the product [C:39]([O:42][C:32]1[S:33][C:29]([C:2]2([OH:1])[CH2:7][CH2:6][CH:5]([N:8]3[CH2:11][CH:10]([NH:12][C:13]([CH2:15][NH:16][C:17](=[O:28])[C:18]4[CH:23]=[CH:22][CH:21]=[C:20]([C:24]([F:26])([F:27])[F:25])[CH:19]=4)=[O:14])[CH2:9]3)[CH2:4][CH2:3]2)=[CH:30][N:31]=1)([CH3:41])([CH3:40])[CH3:38], predict the reactants needed to synthesize it. The reactants are: [OH:1][C:2]1([C:29]2[S:33][C:32](S(C)(=O)=O)=[N:31][CH:30]=2)[CH2:7][CH2:6][CH:5]([N:8]2[CH2:11][CH:10]([NH:12][C:13]([CH2:15][NH:16][C:17](=[O:28])[C:18]3[CH:23]=[CH:22][CH:21]=[C:20]([C:24]([F:27])([F:26])[F:25])[CH:19]=3)=[O:14])[CH2:9]2)[CH2:4][CH2:3]1.[CH3:38][C:39]([O-:42])([CH3:41])[CH3:40].[K+]. (4) Given the product [CH:26]1([CH2:25][O:24][C:3]2[CH:4]=[C:5]([CH:22]=[CH:23][C:2]=2[C:32]#[C:31][C:30]([CH3:43])([CH3:42])[CH3:29])[C:6]([NH:8][S:9]([C:12]2[CH:17]=[CH:16][CH:15]=[CH:14][C:13]=2[S:18](=[O:21])(=[O:20])[NH2:19])(=[O:11])=[O:10])=[O:7])[CH2:28][CH2:27]1, predict the reactants needed to synthesize it. The reactants are: Br[C:2]1[CH:23]=[CH:22][C:5]([C:6]([NH:8][S:9]([C:12]2[CH:17]=[CH:16][CH:15]=[CH:14][C:13]=2[S:18](=[O:21])(=[O:20])[NH2:19])(=[O:11])=[O:10])=[O:7])=[CH:4][C:3]=1[O:24][CH2:25][CH:26]1[CH2:28][CH2:27]1.[CH3:29][C:30]([CH3:43])([CH3:42])[C:31]#[C:32]B(OC(C)C)OC(C)C. (5) Given the product [CH:12]1([CH2:11][C:9]2[S:8][C:4]3[N:5]=[CH:6][N:7]=[C:2]([NH:24][C:20]4[CH:19]=[C:18]5[C:23](=[CH:22][CH:21]=4)[NH:15][N:16]=[CH:17]5)[C:3]=3[N:10]=2)[CH2:14][CH2:13]1, predict the reactants needed to synthesize it. The reactants are: Cl[C:2]1[C:3]2[N:10]=[C:9]([CH2:11][CH:12]3[CH2:14][CH2:13]3)[S:8][C:4]=2[N:5]=[CH:6][N:7]=1.[NH:15]1[C:23]2[C:18](=[CH:19][C:20]([NH2:24])=[CH:21][CH:22]=2)[CH:17]=[N:16]1. (6) Given the product [OH:4][C:5]1[C:14]([CH2:47][CH:46]=[CH2:51])=[C:13]2[C:8]([C:9]([CH2:26][C:27]3[CH:28]=[CH:29][C:30]([O:33][CH2:34][CH2:35][N:36]4[CH2:40][CH2:39][CH2:38][CH2:37]4)=[CH:31][CH:32]=3)=[C:10]([C:16]3[CH:17]=[CH:18][C:19]([C:22]([F:23])([F:25])[F:24])=[CH:20][CH:21]=3)[C:11](=[O:15])[O:12]2)=[CH:7][CH:6]=1, predict the reactants needed to synthesize it. The reactants are: C([O:4][C:5]1[CH:14]=[C:13]2[C:8]([C:9]([CH2:26][C:27]3[CH:32]=[CH:31][C:30]([O:33][CH2:34][CH2:35][N:36]4[CH2:40][CH2:39][CH2:38][CH2:37]4)=[CH:29][CH:28]=3)=[C:10]([C:16]3[CH:21]=[CH:20][C:19]([C:22]([F:25])([F:24])[F:23])=[CH:18][CH:17]=3)[C:11](=[O:15])[O:12]2)=[CH:7][CH:6]=1)C=C.CCN([C:46]1[CH:47]=CC=C[CH:51]=1)CC. (7) Given the product [CH3:2][O:3][C:4]([C:6]1[S:7][C:8]([C:28]2[CH:29]=[CH:30][CH:31]=[CH:32][CH:33]=2)=[CH:9][C:10]=1[N:11]([CH:12]1[CH2:17][CH2:16][C:15]([OH:1])([CH3:18])[CH2:14][CH2:13]1)[C:19]([C@H:21]1[CH2:26][CH2:25][C@@H:24]([CH3:27])[CH2:23][CH2:22]1)=[O:20])=[O:5].[CH3:2][O:3][C:4]([C:6]1[S:7][C:8]([C:28]2[CH:29]=[CH:30][CH:31]=[CH:32][CH:33]=2)=[CH:9][C:10]=1[N:11]([CH:12]1[CH2:17][CH2:16][C:15]([OH:1])([CH3:18])[CH2:14][CH2:13]1)[C:19]([C@H:21]1[CH2:26][CH2:25][C@H:24]([CH3:27])[CH2:23][CH2:22]1)=[O:20])=[O:5], predict the reactants needed to synthesize it. The reactants are: [OH2:1].[CH3:2][O:3][C:4]([C:6]1[S:7][C:8]([C:28]2[CH:33]=[CH:32][CH:31]=[CH:30][CH:29]=2)=[CH:9][C:10]=1[N:11]([C:19]([CH:21]1[CH2:26][CH2:25][CH:24]([CH3:27])[CH2:23][CH2:22]1)=[O:20])[CH:12]1[CH2:17][CH2:16][C:15](=[CH2:18])[CH2:14][CH2:13]1)=[O:5].[OH-].[Na+].[BH4-].[Na+].